This data is from Forward reaction prediction with 1.9M reactions from USPTO patents (1976-2016). The task is: Predict the product of the given reaction. (1) Given the reactants ClC(Cl)(Cl)C[O:4][C:5](=[O:35])[C:6]1[CH:11]=[CH:10][CH:9]=[CH:8][C:7]=1[CH2:12][S:13][C:14]1[CH:19]=[CH:18][C:17]([CH2:20][C:21]([O:23][CH2:24][C:25]2[CH:30]=[CH:29][C:28]([C:31]([F:34])([F:33])[F:32])=[CH:27][CH:26]=2)=[O:22])=[CH:16][CH:15]=1.CC(O)=O.C(Cl)Cl, predict the reaction product. The product is: [F:34][C:31]([F:32])([F:33])[C:28]1[CH:29]=[CH:30][C:25]([CH2:24][O:23][C:21]([CH2:20][C:17]2[CH:16]=[CH:15][C:14]([S:13][CH2:12][C:7]3[CH:8]=[CH:9][CH:10]=[CH:11][C:6]=3[C:5]([OH:35])=[O:4])=[CH:19][CH:18]=2)=[O:22])=[CH:26][CH:27]=1. (2) Given the reactants [CH2:1]([O:8][C@H:9]1[CH2:13][N:12]([C:14]([O:16][C:17]([CH3:20])([CH3:19])[CH3:18])=[O:15])[C@H:11]([C:21]([OH:23])=O)[CH2:10]1)[C:2]1[CH:7]=[CH:6][CH:5]=[CH:4][CH:3]=1.Cl.CN(C)O.C(N(C(C)C)CC)(C)C.Cl.CN(C)CCCN=C=NCC.O.ON1C2C=CC=C[C:55]=2N=N1.[C:61](=[O:64])([O-])O.[Na+], predict the reaction product. The product is: [CH2:1]([O:8][C@H:9]1[CH2:13][N:12]([C:14]([O:16][C:17]([CH3:19])([CH3:20])[CH3:18])=[O:15])[C@H:11]([C:21]([CH2:55][O:64][CH3:61])=[O:23])[CH2:10]1)[C:2]1[CH:7]=[CH:6][CH:5]=[CH:4][CH:3]=1. (3) Given the reactants C(N(CC)CC)C.O1CCCC1.[OH:13][CH2:14][C@@H:15]([NH:17][C:18](=[O:24])[O:19][C:20]([CH3:23])([CH3:22])[CH3:21])[CH3:16].[CH3:25][S:26](Cl)(=[O:28])=[O:27], predict the reaction product. The product is: [CH3:25][S:26]([O:13][CH2:14][C@@H:15]([NH:17][C:18]([O:19][C:20]([CH3:23])([CH3:22])[CH3:21])=[O:24])[CH3:16])(=[O:28])=[O:27]. (4) Given the reactants [CH2:1]([C:3]1[C:8](=[O:9])[NH:7][C:6]([CH3:10])=[C:5]([C:11]2[CH:12]=[N:13][CH:14]=[C:15]([C:17]([OH:19])=O)[CH:16]=2)[CH:4]=1)[CH3:2].[CH3:20][C:21]1[N:22]([CH2:29][CH2:30][NH2:31])[C:23]([N+:26]([O-:28])=[O:27])=[CH:24][N:25]=1, predict the reaction product. The product is: [CH3:20][C:21]1[N:22]([CH2:29][CH2:30][NH:31][C:17]([C:15]2[CH:16]=[C:11]([C:5]3[CH:4]=[C:3]([CH2:1][CH3:2])[C:8](=[O:9])[NH:7][C:6]=3[CH3:10])[CH:12]=[N:13][CH:14]=2)=[O:19])[C:23]([N+:26]([O-:28])=[O:27])=[CH:24][N:25]=1.